This data is from Peptide-MHC class I binding affinity with 185,985 pairs from IEDB/IMGT. The task is: Regression. Given a peptide amino acid sequence and an MHC pseudo amino acid sequence, predict their binding affinity value. This is MHC class I binding data. (1) The peptide sequence is GIEFADNDR. The MHC is HLA-A68:01 with pseudo-sequence HLA-A68:01. The binding affinity (normalized) is 0.387. (2) The peptide sequence is KIQNFRVYY. The MHC is HLA-A31:01 with pseudo-sequence HLA-A31:01. The binding affinity (normalized) is 0.325. (3) The peptide sequence is LPGPQVTAVLLHEES. The MHC is HLA-A33:01 with pseudo-sequence HLA-A33:01. The binding affinity (normalized) is 0.00631. (4) The peptide sequence is APFARLLNL. The MHC is HLA-A25:01 with pseudo-sequence HLA-A25:01. The binding affinity (normalized) is 0.0847. (5) The peptide sequence is FRDEAGAIL. The MHC is HLA-A29:02 with pseudo-sequence HLA-A29:02. The binding affinity (normalized) is 0.0847. (6) The peptide sequence is NENPGGYCL. The MHC is HLA-B45:01 with pseudo-sequence HLA-B45:01. The binding affinity (normalized) is 0.521. (7) The peptide sequence is CCYHCQFCF. The MHC is Mamu-B8301 with pseudo-sequence Mamu-B8301. The binding affinity (normalized) is 0.